Dataset: Reaction yield outcomes from USPTO patents with 853,638 reactions. Task: Predict the reaction yield, written as a fraction of the theoretical maximum amount of product (1.0 means a 100% yield; for example, 0.34 means a 34% yield). (1) The reactants are [F:1][C:2]1[C:3]([F:32])=[CH:4][C:5]2[O:9][C:8]([C:10]3[C:11]([F:30])=[CH:12][C:13]([F:29])=[C:14]([C@:16]4([CH3:28])[C:22]([F:24])([F:23])[C:21]([CH3:26])([CH3:25])[O:20][CH2:19][C:18](=O)[NH:17]4)[CH:15]=3)=[N:7][C:6]=2[CH:31]=1.COC1C=CC(P2(SP(C3C=CC(OC)=CC=3)(=S)S2)=[S:42])=CC=1. No catalyst specified. The product is [F:1][C:2]1[C:3]([F:32])=[CH:4][C:5]2[O:9][C:8]([C:10]3[C:11]([F:30])=[CH:12][C:13]([F:29])=[C:14]([C@:16]4([CH3:28])[C:22]([F:24])([F:23])[C:21]([CH3:26])([CH3:25])[O:20][CH2:19][C:18](=[S:42])[NH:17]4)[CH:15]=3)=[N:7][C:6]=2[CH:31]=1. The yield is 0.620. (2) The reactants are Cl.FC1C=C(NC(NC(=O)[CH2:16][C:13]2[CH:14]=CC=C[CH:12]=2)=S)C=CC=1OC1C2C(=C[C:12](OC)=[C:13]([C:16](O)=O)[CH:14]=2)N=CC=1.Cl.[F:39][C:40]1[CH:65]=[C:64]([NH:66][C:67]([NH:69][C:70](=[O:78])[CH2:71][C:72]2[CH:77]=[CH:76][CH:75]=[CH:74][CH:73]=2)=[S:68])[CH:63]=[CH:62][C:41]=1[O:42][C:43]1[C:52]2[C:47](=[CH:48][C:49]([O:60][CH3:61])=[C:50]([C:53]([NH:55][CH2:56][C:57]([OH:59])=[O:58])=[O:54])[CH:51]=2)[N:46]=[CH:45][CH:44]=1. No catalyst specified. The product is [F:39][C:40]1[CH:65]=[C:64]([NH:66][C:67]([NH:69][C:70](=[O:78])[CH2:71][C:72]2[CH:73]=[CH:74][CH:75]=[CH:76][CH:77]=2)=[S:68])[CH:63]=[CH:62][C:41]=1[O:42][C:43]1[C:52]2[C:47](=[CH:48][C:49]([O:60][CH3:61])=[C:50]([C:53]([NH:55][CH2:56][C:57]([O:59][C:13]([CH3:16])([CH3:14])[CH3:12])=[O:58])=[O:54])[CH:51]=2)[N:46]=[CH:45][CH:44]=1. The yield is 0.630. (3) The reactants are [CH2:1]([C:3]1[CH:4]=[C:5]2[C:9](=[CH:10][C:11]=1[N+:12]([O-])=O)[NH:8][CH:7]=[CH:6]2)[CH3:2]. The catalyst is [Ni]. The product is [CH2:1]([C:3]1[CH:4]=[C:5]2[C:9](=[CH:10][C:11]=1[NH2:12])[NH:8][CH:7]=[CH:6]2)[CH3:2]. The yield is 0.480. (4) The reactants are [CH3:1][N:2]([CH3:24])[CH2:3][CH2:4][CH2:5][NH:6][C:7]1[C:16]2[C:11](=[CH:12][CH:13]=[CH:14][CH:15]=2)[N:10]=[C:9]([CH2:17][N:18]2[CH2:23][CH2:22][NH:21][CH2:20][CH2:19]2)[N:8]=1.[F:25][C:26]([F:43])([F:42])[O:27][C:28]1[CH:41]=[CH:40][C:31]([CH:32](Cl)[C:33]2[CH:38]=[CH:37][CH:36]=[CH:35][CH:34]=2)=[CH:30][CH:29]=1.C(=O)([O-])[O-].[K+].[K+].[I-].[K+]. The catalyst is C(#N)C. The product is [CH3:24][N:2]([CH3:1])[CH2:3][CH2:4][CH2:5][NH:6][C:7]1[C:16]2[C:11](=[CH:12][CH:13]=[CH:14][CH:15]=2)[N:10]=[C:9]([CH2:17][N:18]2[CH2:19][CH2:20][N:21]([CH:32]([C:33]3[CH:38]=[CH:37][CH:36]=[CH:35][CH:34]=3)[C:31]3[CH:30]=[CH:29][C:28]([O:27][C:26]([F:43])([F:25])[F:42])=[CH:41][CH:40]=3)[CH2:22][CH2:23]2)[N:8]=1. The yield is 0.330. (5) The product is [NH2:1][C:2]1[C:11]2[C:6](=[C:7]([C:23]3[CH:24]=[N:25][C:20]([CH3:19])=[CH:21][CH:22]=3)[CH:8]=[CH:9][CH:10]=2)[N:5]=[N:4][C:3]=1[C:13]([NH:15][CH:16]1[CH2:18][CH2:17]1)=[O:14]. No catalyst specified. The reactants are [NH2:1][C:2]1[C:11]2[C:6](=[C:7](Br)[CH:8]=[CH:9][CH:10]=2)[N:5]=[N:4][C:3]=1[C:13]([NH:15][CH:16]1[CH2:18][CH2:17]1)=[O:14].[CH3:19][C:20]1[N:25]=[CH:24][C:23](B(O)O)=[CH:22][CH:21]=1. The yield is 0.800. (6) The reactants are [Br:1][C:2]1[C:11]2[C:6](=[CH:7][CH:8]=[CH:9][CH:10]=2)[C:5]([OH:12])=[C:4]([C:13]([OH:15])=O)[CH:3]=1.S([O:21][CH3:22])(OC)(=O)=O.[C:23]([O-])([O-])=O.[K+].[K+]. The catalyst is CC(C)=O. The product is [Br:1][C:2]1[C:11]2[C:6](=[CH:7][CH:8]=[CH:9][CH:10]=2)[C:5]([O:12][CH3:23])=[C:4]([C:13]([O:21][CH3:22])=[O:15])[CH:3]=1. The yield is 0.780. (7) The reactants are [CH3:1][N:2]([CH3:16])[C:3]1[S:4][C@H:5]2[O:11][C@H:10]([CH2:12][OH:13])[C@@H:9]([OH:14])[C@H:8]([OH:15])[C@H:6]2[N:7]=1.C(N(CC)CC)C.[C:24]([Si:28](Cl)([CH3:30])[CH3:29])([CH3:27])([CH3:26])[CH3:25]. The catalyst is CN(C1C=CN=CC=1)C.CN(C=O)C. The product is [Si:28]([O:13][CH2:12][C@H:10]1[O:11][C@H:5]2[C@H:6]([N:7]=[C:3]([N:2]([CH3:16])[CH3:1])[S:4]2)[C@@H:8]([OH:15])[C@@H:9]1[OH:14])([C:24]([CH3:27])([CH3:26])[CH3:25])([CH3:30])[CH3:29]. The yield is 0.650.